Dataset: Full USPTO retrosynthesis dataset with 1.9M reactions from patents (1976-2016). Task: Predict the reactants needed to synthesize the given product. (1) Given the product [CH:11]([O:22][CH:9]([CH3:8])[CH3:4])([CH3:12])[CH3:10].[S:1]1[C:5]2[CH:6]=[CH:7][CH:8]=[CH:9][C:4]=2[N:3]=[C:2]1[CH:15]([C:16]1[CH:21]=[CH:20][CH:19]=[CH:18][CH:17]=1)[OH:22], predict the reactants needed to synthesize it. The reactants are: [S:1]1[C:5]2[CH:6]=[CH:7][CH:8]=[CH:9][C:4]=2[N:3]=[CH:2]1.[CH2:10]([Li])[CH2:11][CH2:12]C.[CH:15](=[O:22])[C:16]1[CH:21]=[CH:20][CH:19]=[CH:18][CH:17]=1. (2) The reactants are: [S:1]1[C:9]2[C:4](=[N:5][CH:6]=[CH:7][CH:8]=2)[N:3]=[C:2]1[O:10][C:11]1[CH:22]=[CH:21][C:14]2[C:15]([CH2:18][CH2:19][OH:20])=[CH:16][O:17][C:13]=2[CH:12]=1.CCN(C(C)C)C(C)C.[O:32](S(C)(=O)=O)[S:33]([CH3:36])(=O)=[O:34]. Given the product [S:1]1[C:9]2[C:4](=[N:5][CH:6]=[CH:7][CH:8]=2)[N:3]=[C:2]1[O:10][C:11]1[CH:22]=[CH:21][C:14]2[C:15]([CH2:18][CH2:19][O:20][S:33]([CH3:36])(=[O:34])=[O:32])=[CH:16][O:17][C:13]=2[CH:12]=1, predict the reactants needed to synthesize it. (3) Given the product [Cl:12][C:13]1[C:14]([F:19])=[C:15]([CH:16]=[CH:17][CH:18]=1)[C:23]([C@@H:25]1[CH2:30][CH2:29][CH2:28][N:27]([C:31]([O:33][C:34]([CH3:37])([CH3:36])[CH3:35])=[O:32])[CH2:26]1)=[O:24], predict the reactants needed to synthesize it. The reactants are: [Li]CCCC.CCCCCC.[Cl:12][C:13]1[CH:18]=[CH:17][CH:16]=[CH:15][C:14]=1[F:19].CON(C)[C:23]([C@@H:25]1[CH2:30][CH2:29][CH2:28][N:27]([C:31]([O:33][C:34]([CH3:37])([CH3:36])[CH3:35])=[O:32])[CH2:26]1)=[O:24]. (4) Given the product [C:15]([CH:19]1[CH2:24][CH2:23][N:22]([CH2:2][CH2:3][N:4]2[C:8]3=[N:9][CH:10]=[N:11][C:12]([NH2:13])=[C:7]3[CH:6]=[N:5]2)[CH2:21][CH2:20]1)([CH3:18])([CH3:17])[CH3:16], predict the reactants needed to synthesize it. The reactants are: Cl[CH2:2][CH2:3][N:4]1[C:8]2=[N:9][CH:10]=[N:11][C:12]([NH2:13])=[C:7]2[CH:6]=[N:5]1.Cl.[C:15]([CH:19]1[CH2:24][CH2:23][NH:22][CH2:21][CH2:20]1)([CH3:18])([CH3:17])[CH3:16].C([O-])([O-])=O.[K+].[K+].[Na+].[I-]. (5) Given the product [CH2:19]([N:20]1[C:23]([CH:9]=[O:12])=[CH:15][N:16]=[C:21]1[O:8][C:5]1[CH:6]=[CH:7][C:2]([F:1])=[CH:3][CH:4]=1)[CH3:18], predict the reactants needed to synthesize it. The reactants are: [F:1][C:2]1[CH:7]=[CH:6][C:5]([OH:8])=[CH:4][CH:3]=1.[C:9]([O-:12])([O-])=O.[Cs+].[Cs+].[CH3:15][N:16]1[C:21](=O)[N:20]([CH3:23])[CH2:19][CH2:18]C1.